This data is from Peptide-MHC class II binding affinity with 134,281 pairs from IEDB. The task is: Regression. Given a peptide amino acid sequence and an MHC pseudo amino acid sequence, predict their binding affinity value. This is MHC class II binding data. (1) The peptide sequence is PCRIPVIVADDLTAA. The MHC is DRB1_0802 with pseudo-sequence DRB1_0802. The binding affinity (normalized) is 0.365. (2) The peptide sequence is PNESYKKQVTIRIGC. The MHC is DRB1_0101 with pseudo-sequence DRB1_0101. The binding affinity (normalized) is 0.484. (3) The peptide sequence is RSFTLASSETGVA. The MHC is DRB1_0401 with pseudo-sequence DRB1_0401. The binding affinity (normalized) is 0.638. (4) The peptide sequence is NPGLIIGALAGS. The MHC is DRB1_0101 with pseudo-sequence DRB1_0101. The binding affinity (normalized) is 0.665. (5) The peptide sequence is INEPTAAAIAYGYDR. The MHC is HLA-DQA10102-DQB10602 with pseudo-sequence HLA-DQA10102-DQB10602. The binding affinity (normalized) is 0.652. (6) The peptide sequence is GETQIVDKIDAAFKI. The MHC is DRB4_0101 with pseudo-sequence DRB4_0103. The binding affinity (normalized) is 0.587. (7) The peptide sequence is GELQIVDKIIAAFKI. The MHC is DRB1_0701 with pseudo-sequence DRB1_0701. The binding affinity (normalized) is 0.678.